From a dataset of Reaction yield outcomes from USPTO patents with 853,638 reactions. Predict the reaction yield, written as a fraction of the theoretical maximum amount of product (1.0 means a 100% yield; for example, 0.34 means a 34% yield). (1) The yield is 0.980. The product is [Br:15][C:11]1[N:10]=[CH:9][C:8]([NH2:7])=[C:13]([I:14])[CH:12]=1. The reactants are C(OC(=O)[NH:7][C:8]1[CH:9]=[N:10][C:11]([Br:15])=[CH:12][C:13]=1[I:14])(C)(C)C.FC(F)(F)C(O)=O. The catalyst is ClCCl. (2) The reactants are [I-].ClC1C=CC=C[N+:4]=1C.CCN(C(C)C)C(C)C.[Br:19][C:20]1[CH:28]=[CH:27][C:23](C(O)=O)=[CH:22][N:21]=1.[F:29][C:30]1[CH:35]=[CH:34][C:33]([C:36]2[N:40]([CH:41]3[CH2:46][CH2:45][CH2:44][CH2:43][O:42]3)[N:39]=[C:38]([C:47]([OH:49])=O)[CH:37]=2)=[CH:32][CH:31]=1. The catalyst is C(Cl)Cl.CN(C=O)C. The product is [Br:19][C:20]1[N:21]=[C:22]([NH:4][C:47]([C:38]2[CH:37]=[C:36]([C:33]3[CH:34]=[CH:35][C:30]([F:29])=[CH:31][CH:32]=3)[N:40]([CH:41]3[CH2:46][CH2:45][CH2:44][CH2:43][O:42]3)[N:39]=2)=[O:49])[CH:23]=[CH:27][CH:28]=1. The yield is 0.500. (3) The reactants are O1CCCOB1[C:7]1[CH:14]=[CH:13][CH:12]=[CH:11][C:8]=1[C:9]#[N:10].Br[C:16]1[CH:22]=[C:21]([CH2:23][CH2:24][CH2:25][CH3:26])[CH:20]=[CH:19][C:17]=1[NH2:18].C(=O)([O-])[O-].[K+].[K+].C(O)C. The catalyst is C1(C)C=CC=CC=1.C1C=CC([P]([Pd]([P](C2C=CC=CC=2)(C2C=CC=CC=2)C2C=CC=CC=2)([P](C2C=CC=CC=2)(C2C=CC=CC=2)C2C=CC=CC=2)[P](C2C=CC=CC=2)(C2C=CC=CC=2)C2C=CC=CC=2)(C2C=CC=CC=2)C2C=CC=CC=2)=CC=1. The product is [CH2:23]([C:21]1[CH:22]=[CH:16][C:17]2[C:19](=[C:7]3[C:8](=[C:9]([NH2:10])[N:18]=2)[CH:11]=[CH:12][CH:13]=[CH:14]3)[CH:20]=1)[CH2:24][CH2:25][CH3:26]. The yield is 0.659. (4) The reactants are [CH:1]1([CH2:7][CH:8]([C:17]([N:19]2[CH:23]([CH:24]([CH3:26])[CH3:25])[CH2:22][O:21][C:20]2=[O:27])=[O:18])[CH2:9][C:10]([O:12]C(C)(C)C)=[O:11])[CH2:6][CH2:5][CH2:4][CH2:3][CH2:2]1.FC(F)(F)C(O)=O. The catalyst is C(Cl)Cl. The product is [CH:1]1([CH2:7][CH:8]([C:17]([N:19]2[CH:23]([CH:24]([CH3:25])[CH3:26])[CH2:22][O:21][C:20]2=[O:27])=[O:18])[CH2:9][C:10]([OH:12])=[O:11])[CH2:6][CH2:5][CH2:4][CH2:3][CH2:2]1. The yield is 0.810. (5) The reactants are ClC(Cl)(O[C:5](=[O:11])OC(Cl)(Cl)Cl)Cl.[CH:13]([N:16]1[C:20]2[N:21]=[C:22]([C:31]3[CH:36]=[CH:35][C:34]([NH2:37])=[CH:33][CH:32]=3)[N:23]=[C:24]([N:25]3[CH2:30][CH2:29][O:28][CH2:27][CH2:26]3)[C:19]=2[N:18]=[N:17]1)([CH3:15])[CH3:14].[NH2:38][C:39]1C=[CH:45][C:42](CO)=[CH:41][CH:40]=1.CC[N:49](CC)CC. The catalyst is C(Cl)Cl. The product is [CH:13]([N:16]1[C:20]2[N:21]=[C:22]([C:31]3[CH:32]=[CH:33][C:34]([NH:37][C:5]([NH:49][C:42]4[CH:45]=[N:38][CH:39]=[CH:40][CH:41]=4)=[O:11])=[CH:35][CH:36]=3)[N:23]=[C:24]([N:25]3[CH2:30][CH2:29][O:28][CH2:27][CH2:26]3)[C:19]=2[N:18]=[N:17]1)([CH3:15])[CH3:14]. The yield is 0.470. (6) The reactants are [O:1]1[C:5]2[CH:6]=[CH:7][CH:8]=[CH:9][C:4]=2[CH:3]=[C:2]1[CH:10]=[O:11].[F-].C([N+](CCCC)(CCCC)CCCC)CCC.[F:30][C:31]([Si](C)(C)C)([F:33])[F:32]. The catalyst is O1CCCC1. The product is [O:1]1[C:5]2[CH:6]=[CH:7][CH:8]=[CH:9][C:4]=2[CH:3]=[C:2]1[CH:10]([OH:11])[C:31]([F:33])([F:32])[F:30]. The yield is 0.440. (7) The reactants are CS(O[CH2:6][CH2:7][N:8]1[CH2:12][CH:11]([C:13]2[CH:18]=[CH:17][CH:16]=[C:15]([C:19]([F:22])([F:21])[F:20])[CH:14]=2)[N:10]([C:23]2[CH:28]=[CH:27][C:26]([O:29][C:30]3[CH:35]=[CH:34][C:33]([Cl:36])=[CH:32][CH:31]=3)=[CH:25][CH:24]=2)[C:9]1=[O:37])(=O)=O.[NH4+:38].[OH-]. The catalyst is CC(O)C.O. The product is [NH2:38][CH2:6][CH2:7][N:8]1[CH2:12][CH:11]([C:13]2[CH:18]=[CH:17][CH:16]=[C:15]([C:19]([F:20])([F:21])[F:22])[CH:14]=2)[N:10]([C:23]2[CH:24]=[CH:25][C:26]([O:29][C:30]3[CH:35]=[CH:34][C:33]([Cl:36])=[CH:32][CH:31]=3)=[CH:27][CH:28]=2)[C:9]1=[O:37]. The yield is 0.960. (8) The reactants are [Li].[C:2]([C:6]#[CH:7])([CH3:5])([CH3:4])[CH3:3].[CH:8]([CH:10]=[CH2:11])=[O:9].C(O)(C)C. The catalyst is O1CCCC1. The product is [CH3:3][C:2]([CH3:5])([CH3:4])[C:6]#[C:7][CH:8]([OH:9])[CH:10]=[CH2:11]. The yield is 0.739. (9) The reactants are [CH:1]12[O:7][CH:4]([CH:5]=[CH:6]1)[CH2:3][CH:2]2[NH:8][C:9](=[O:15])[O:10][C:11]([CH3:14])([CH3:13])[CH3:12].O=[O+][O-].[CH2:19]([NH2:26])[C:20]1[CH:25]=[CH:24][CH:23]=[CH:22][CH:21]=1.[BH3-]C#N.[Na+]. The catalyst is CO.C(Cl)Cl.CO. The yield is 0.370. The product is [C:20]1([CH2:19][N:26]2[CH2:6][CH:1]3[O:7][CH:4]([CH2:3][CH:2]3[NH:8][C:9](=[O:15])[O:10][C:11]([CH3:12])([CH3:13])[CH3:14])[CH2:5]2)[CH:25]=[CH:24][CH:23]=[CH:22][CH:21]=1.